From a dataset of Reaction yield outcomes from USPTO patents with 853,638 reactions. Predict the reaction yield, written as a fraction of the theoretical maximum amount of product (1.0 means a 100% yield; for example, 0.34 means a 34% yield). The reactants are Cl[C:2]1[CH:7]=[C:6](Cl)[N:5]=[CH:4][N:3]=1.[CH:9]1[C:17]2[C:16]3[CH:18]=[CH:19][CH:20]=[CH:21][C:15]=3[S:14][C:13]=2[C:12]([C:22]2[CH:23]=[C:24](B(O)O)[CH:25]=[CH:26][CH:27]=2)=[CH:11][CH:10]=1.C(=O)([O-])[O-].[Na+].[Na+].CN1[CH2:43][CH2:42][CH2:41]N(C)C1=O. The catalyst is Cl[Pd](Cl)([P](C1C=CC=CC=1)(C1C=CC=CC=1)C1C=CC=CC=1)[P](C1C=CC=CC=1)(C1C=CC=CC=1)C1C=CC=CC=1.O. The product is [CH:9]1[C:17]2[C:16]3[CH:18]=[CH:19][CH:20]=[CH:21][C:15]=3[S:14][C:13]=2[C:12]([C:22]2[CH:23]=[C:24]([C:2]3[CH:7]=[C:6]([C:42]4[CH:43]=[CH:26][CH:27]=[C:22]([C:12]5[C:13]6[S:14][C:15]7[CH:21]=[CH:20][CH:19]=[CH:18][C:16]=7[C:17]=6[CH:9]=[CH:10][CH:11]=5)[CH:41]=4)[N:5]=[CH:4][N:3]=3)[CH:25]=[CH:26][CH:27]=2)=[CH:11][CH:10]=1. The yield is 0.630.